Task: Predict the reaction yield, written as a fraction of the theoretical maximum amount of product (1.0 means a 100% yield; for example, 0.34 means a 34% yield).. Dataset: Reaction yield outcomes from USPTO patents with 853,638 reactions (1) The reactants are [Cl:1][C:2]1[C:3]([N:15]([CH3:33])[CH:16]2[CH2:32][CH2:31][C:19]3([CH2:23][N:22](C(OC(C)(C)C)=O)[CH2:21][CH2:20]3)[CH2:18][CH2:17]2)=[N:4][C:5]([NH:8][C:9]2[CH:10]=[N:11][N:12]([CH3:14])[CH:13]=2)=[N:6][CH:7]=1.Cl. The catalyst is C(Cl)Cl.CCOC(C)=O. The product is [Cl:1][C:2]1[C:3]([N:15]([CH3:33])[CH:16]2[CH2:32][CH2:31][C:19]3([CH2:23][NH:22][CH2:21][CH2:20]3)[CH2:18][CH2:17]2)=[N:4][C:5]([NH:8][C:9]2[CH:10]=[N:11][N:12]([CH3:14])[CH:13]=2)=[N:6][CH:7]=1. The yield is 0.930. (2) The reactants are [CH2:1]=[C:2]([C:4]1[CH:5]=[C:6]([C:10]([NH:13][C:14]([N:16]2[CH:22]3[CH2:23][CH2:24][N:19]([CH2:20][CH2:21]3)[CH2:18][CH2:17]2)=[O:15])([CH3:12])[CH3:11])[CH:7]=[CH:8][CH:9]=1)[CH3:3]. The catalyst is [Pd]. The product is [CH3:3][CH:2]([C:4]1[CH:5]=[C:6]([C:10]([NH:13][C:14]([N:16]2[CH:22]3[CH2:21][CH2:20][N:19]([CH2:24][CH2:23]3)[CH2:18][CH2:17]2)=[O:15])([CH3:12])[CH3:11])[CH:7]=[CH:8][CH:9]=1)[CH3:1]. The yield is 0.570. (3) The reactants are [NH2:1][C:2]1[CH:3]=[C:4]2[C:9](=[C:10]([Cl:12])[CH:11]=1)[N:8]=[CH:7][C:6]([C:13]#[N:14])=[C:5]2[NH:15][C:16]1[CH:21]=[CH:20][C:19]([F:22])=[C:18]([Cl:23])[CH:17]=1.[N:24]1[N:25]2[CH2:33][CH2:32][CH2:31][C:26]2=[CH:27][C:28]=1[CH:29]=O.[BH3-]C#N.[Na+]. The catalyst is CCO. The product is [Cl:12][C:10]1[CH:11]=[C:2]([NH:1][CH2:29][C:28]2[CH:27]=[C:26]3[CH2:31][CH2:32][CH2:33][N:25]3[N:24]=2)[CH:3]=[C:4]2[C:9]=1[N:8]=[CH:7][C:6]([C:13]#[N:14])=[C:5]2[NH:15][C:16]1[CH:21]=[CH:20][C:19]([F:22])=[C:18]([Cl:23])[CH:17]=1. The yield is 0.340. (4) The reactants are CN([CH:4]=[O:5])C.[C:6](Cl)(=[O:10])[C:7](Cl)=O.[CH2:12]([O:14][C:15]#[CH:16])[CH3:13].C(N([CH2:22][CH3:23])CC)C.[CH2:24](Cl)Cl. No catalyst specified. The product is [CH2:15]([O:14][C:12]1[C:24]2([CH2:7][CH2:6][O:10][CH2:23][CH2:22]2)[C:4](=[O:5])[CH:13]=1)[CH3:16]. The yield is 0.590. (5) No catalyst specified. The reactants are Cl[CH:2]1[N:10]([C:11]2[CH:16]=[CH:15][CH:14]=[CH:13][CH:12]=2)[C:5]2=[N:6][CH:7]=[CH:8][CH:9]=[C:4]2[CH:3]1[CH:17]=[O:18].[NH:19]1[CH2:24][CH2:23][NH:22][CH2:21][CH2:20]1. The yield is 0.630. The product is [C:11]1([N:10]2[C:5]3=[N:6][CH:7]=[CH:8][CH:9]=[C:4]3[CH:3]([CH:17]=[O:18])[CH:2]2[N:19]2[CH2:24][CH2:23][NH:22][CH2:21][CH2:20]2)[CH:16]=[CH:15][CH:14]=[CH:13][CH:12]=1. (6) The reactants are [CH3:1][C:2]1[CH:3]=[CH:4][CH:5]=[C:6]([C:18]([OH:20])=O)[C:7]=1[C:8]1[CH:13]=[CH:12][C:11]([C:14]([F:17])([F:16])[F:15])=[CH:10][CH:9]=1.C(Cl)(=O)C(Cl)=O.CN(C=O)C.[NH2:32][C:33]1[CH:38]=[CH:37][C:36]([CH2:39][C:40]([O:42][CH2:43][C@@:44]2([C:55]([O:57][CH2:58][CH3:59])=[O:56])[C:52]3[C:47](=[CH:48][CH:49]=[CH:50][CH:51]=3)[C:46](=[O:53])[N:45]2[CH3:54])=[O:41])=[CH:35][C:34]=1[C:60](=[O:64])[N:61]([CH3:63])[CH3:62].CCN(C(C)C)C(C)C. The catalyst is C(Cl)Cl. The product is [CH3:63][N:61]([CH3:62])[C:60]([C:34]1[CH:35]=[C:36]([CH2:39][C:40]([O:42][CH2:43][C@@:44]2([C:55]([O:57][CH2:58][CH3:59])=[O:56])[C:52]3[C:47](=[CH:48][CH:49]=[CH:50][CH:51]=3)[C:46](=[O:53])[N:45]2[CH3:54])=[O:41])[CH:37]=[CH:38][C:33]=1[NH:32][C:18]([C:6]1[CH:5]=[CH:4][CH:3]=[C:2]([CH3:1])[C:7]=1[C:8]1[CH:13]=[CH:12][C:11]([C:14]([F:16])([F:17])[F:15])=[CH:10][CH:9]=1)=[O:20])=[O:64]. The yield is 0.970. (7) The reactants are C([N:8]1[CH2:16][CH:15]2[CH:11]([CH2:12][C:13]3[CH:19]=[CH:18][S:17][C:14]=32)[CH2:10][CH2:9]1)C1C=CC=CC=1.C([O-])([O-])=O.[K+].[K+].CC(Cl)OC(Cl)=O. The catalyst is ClC(Cl)C. The product is [CH:19]1[C:13]2[CH2:12][CH:11]3[CH:15]([C:14]=2[S:17][CH:18]=1)[CH2:16][NH:8][CH2:9][CH2:10]3. The yield is 0.660.